The task is: Predict the product of the given reaction.. This data is from Forward reaction prediction with 1.9M reactions from USPTO patents (1976-2016). (1) Given the reactants [CH3:1][C:2]1[CH:3]=[C:4]([C:9]2[N:10]=[C:11]([NH2:20])[S:12][C:13]=2[C:14]2[CH:19]=[CH:18][N:17]=[CH:16][CH:15]=2)[CH:5]=[C:6]([CH3:8])[CH:7]=1.Cl.[C:22](Cl)(=[O:29])[C:23]1[CH:28]=[CH:27][CH:26]=[N:25][CH:24]=1.C(=O)([O-])O.[Na+], predict the reaction product. The product is: [CH3:1][C:2]1[CH:3]=[C:4]([C:9]2[N:10]=[C:11]([NH:20][C:22](=[O:29])[C:23]3[CH:28]=[CH:27][CH:26]=[N:25][CH:24]=3)[S:12][C:13]=2[C:14]2[CH:19]=[CH:18][N:17]=[CH:16][CH:15]=2)[CH:5]=[C:6]([CH3:8])[CH:7]=1. (2) Given the reactants Cl[C:2]1[N:11]=[C:10]2[C:5]([C:6](=[O:18])[C:7]([C:15]([OH:17])=[O:16])=[CH:8][N:9]2[CH:12]2[CH2:14][CH2:13]2)=[CH:4][C:3]=1[F:19].[CH2:20]([O:27][C:28](=[O:60])[CH2:29][CH2:30][C:31]([O:33][C:34]1([CH2:40][O:41][C:42]2[CH:47]=[CH:46][C:45]([N:48]3[CH2:52][C@H:51]([CH2:53][NH:54][C:55](=[O:57])[CH3:56])[O:50][C:49]3=[O:58])=[CH:44][C:43]=2[F:59])[CH2:39][CH2:38][NH:37][CH2:36][CH2:35]1)=[O:32])[C:21]1[CH:26]=[CH:25][CH:24]=[CH:23][CH:22]=1.C(N(CC)CC)C.C[Si](C)(C)Cl, predict the reaction product. The product is: [CH2:20]([O:27][C:28](=[O:60])[CH2:29][CH2:30][C:31]([O:33][C:34]1([CH2:40][O:41][C:42]2[CH:47]=[CH:46][C:45]([N:48]3[CH2:52][C@H:51]([CH2:53][NH:54][C:55](=[O:57])[CH3:56])[O:50][C:49]3=[O:58])=[CH:44][C:43]=2[F:59])[CH2:39][CH2:38][N:37]([C:2]2[C:3]([F:19])=[CH:4][C:5]3[C:6](=[O:18])[C:7]([C:15]([OH:17])=[O:16])=[CH:8][N:9]([CH:12]4[CH2:14][CH2:13]4)[C:10]=3[N:11]=2)[CH2:36][CH2:35]1)=[O:32])[C:21]1[CH:22]=[CH:23][CH:24]=[CH:25][CH:26]=1. (3) Given the reactants [F:1][C:2]1[C:11]([CH2:12][CH2:13][C:14]23[CH2:21][CH2:20][C:17]([NH:22][CH2:23][C:24]4[CH:25]=[CH:26][C:27]5[O:28][CH2:29][C:30](=[O:34])[NH:31][C:32]=5[N:33]=4)([CH2:18][CH2:19]2)[CH2:16][O:15]3)=[C:10]2[C:5]([CH:6]=[CH:7][C:8]([O:35][CH2:36][CH2:37][CH2:38][NH:39]C(=O)OCC3C=CC=CC=3)=[N:9]2)=[N:4][CH:3]=1, predict the reaction product. The product is: [NH2:39][CH2:38][CH2:37][CH2:36][O:35][C:8]1[N:9]=[C:10]2[C:5](=[CH:6][CH:7]=1)[N:4]=[CH:3][C:2]([F:1])=[C:11]2[CH2:12][CH2:13][C:14]12[CH2:21][CH2:20][C:17]([NH:22][CH2:23][C:24]3[CH:25]=[CH:26][C:27]4[O:28][CH2:29][C:30](=[O:34])[NH:31][C:32]=4[N:33]=3)([CH2:18][CH2:19]1)[CH2:16][O:15]2.